This data is from Full USPTO retrosynthesis dataset with 1.9M reactions from patents (1976-2016). The task is: Predict the reactants needed to synthesize the given product. (1) Given the product [CH3:1][CH2:2][CH2:3][NH:4][C@@H:5]1[CH2:10][C:9]2[S:11][C:12]([NH2:14])=[N:13][C:8]=2[CH2:7][CH2:6]1.[OH2:15].[ClH:16].[ClH:16], predict the reactants needed to synthesize it. The reactants are: [CH3:1][CH2:2][CH2:3][NH:4][C@@H:5]1[CH2:10][C:9]2[S:11][C:12]([NH2:14])=[N:13][C:8]=2[CH2:7][CH2:6]1.[OH2:15].[ClH:16]. (2) Given the product [CH3:1][N:2]1[CH2:3][C:4](=[O:6])[O:10][C:8](=[O:9])[CH2:7]1, predict the reactants needed to synthesize it. The reactants are: [CH3:1][N:2]([CH2:7][C:8]([OH:10])=[O:9])[CH2:3][C:4]([OH:6])=O.C(OC(=O)C)(=O)C. (3) Given the product [C:1]1([CH:7]([NH:10][C:11]([C:13]2[CH:14]=[C:15]3[C:19](=[CH:20][CH:21]=2)[N:18]([CH2:22][C:23]2[CH:24]=[CH:25][C:26]([C:29]4[C:30]([C:35]([OH:37])=[O:36])=[CH:31][CH:32]=[CH:33][CH:34]=4)=[CH:27][CH:28]=2)[N:17]=[CH:16]3)=[O:12])[CH2:8][CH3:9])[CH:2]=[CH:3][CH:4]=[CH:5][CH:6]=1, predict the reactants needed to synthesize it. The reactants are: [C:1]1([CH:7]([NH:10][C:11]([C:13]2[CH:14]=[C:15]3[C:19](=[CH:20][CH:21]=2)[N:18]([CH2:22][C:23]2[CH:28]=[CH:27][C:26]([C:29]4[C:30]([C:35]([O:37]C(C)(C)C)=[O:36])=[CH:31][CH:32]=[CH:33][CH:34]=4)=[CH:25][CH:24]=2)[N:17]=[CH:16]3)=[O:12])[CH2:8][CH3:9])[CH:6]=[CH:5][CH:4]=[CH:3][CH:2]=1. (4) Given the product [O:14]([CH2:13][C:10]1[N:11]=[CH:12][C:7]([CH:1]=[O:3])=[CH:8][CH:9]=1)[C:15]1[CH:20]=[CH:19][CH:18]=[CH:17][CH:16]=1, predict the reactants needed to synthesize it. The reactants are: [CH2:1]([O:3]CC)C.Br[C:7]1[CH:8]=[CH:9][C:10]([CH2:13][O:14][C:15]2[CH:20]=[CH:19][CH:18]=[CH:17][CH:16]=2)=[N:11][CH:12]=1.C([Li])CCC.CN(C)C=O. (5) The reactants are: [CH2:1]([NH2:8])[C:2]1[CH:7]=[CH:6][CH:5]=[CH:4][CH:3]=1.[CH2:9](Br)[CH:10]=[CH2:11].C(=O)(O)[O-].[Na+]. Given the product [C:2]1([CH2:1][NH:8][CH2:11][CH:10]=[CH2:9])[CH:7]=[CH:6][CH:5]=[CH:4][CH:3]=1, predict the reactants needed to synthesize it.